This data is from Reaction yield outcomes from USPTO patents with 853,638 reactions. The task is: Predict the reaction yield, written as a fraction of the theoretical maximum amount of product (1.0 means a 100% yield; for example, 0.34 means a 34% yield). (1) The reactants are [CH3:1][C:2]1[CH:7]=[CH:6][C:5]([S:8](Cl)(=[O:10])=[O:9])=[CH:4][CH:3]=1.CCN(CC)CC.[NH2:19][CH2:20][C:21]1[CH:22]=[C:23]([CH:53]=[CH:54][CH:55]=1)[CH2:24][N:25]([CH2:38][C:39]1[CH:44]=[CH:43][C:42]([O:45][C:46]2[CH:51]=[CH:50][C:49]([F:52])=[CH:48][CH:47]=2)=[CH:41][CH:40]=1)[S:26]([C:29]1[CH:34]=[C:33]([Cl:35])[CH:32]=[C:31]([Cl:36])[C:30]=1[OH:37])(=[O:28])=[O:27]. The catalyst is C(Cl)Cl. The product is [Cl:36][C:31]1[C:30]([OH:37])=[C:29]([S:26]([N:25]([CH2:38][C:39]2[CH:44]=[CH:43][C:42]([O:45][C:46]3[CH:47]=[CH:48][C:49]([F:52])=[CH:50][CH:51]=3)=[CH:41][CH:40]=2)[CH2:24][C:23]2[CH:53]=[CH:54][CH:55]=[C:21]([CH2:20][NH:19][S:8]([C:5]3[CH:6]=[CH:7][C:2]([CH3:1])=[CH:3][CH:4]=3)(=[O:10])=[O:9])[CH:22]=2)(=[O:28])=[O:27])[CH:34]=[C:33]([Cl:35])[CH:32]=1. The yield is 0.580. (2) The reactants are O[CH:2]=[C:3]1[C:11]2[C:6](=[CH:7][C:8]([C:12]([C:14]3[CH:19]=[CH:18][C:17]([NH:20][C:21]([C:23]4[S:24][CH:25]=[CH:26][CH:27]=4)=[O:22])=[CH:16][CH:15]=3)=[O:13])=[CH:9][CH:10]=2)[NH:5][C:4]1=[O:28].[NH2:29][C:30]1[CH:31]=[C:32]([OH:36])[CH:33]=[CH:34][CH:35]=1. The catalyst is C1COCC1. The product is [OH:36][C:32]1[CH:31]=[C:30]([NH:29][CH:2]=[C:3]2[C:11]3[C:6](=[CH:7][C:8]([C:12]([C:14]4[CH:19]=[CH:18][C:17]([NH:20][C:21]([C:23]5[S:24][CH:25]=[CH:26][CH:27]=5)=[O:22])=[CH:16][CH:15]=4)=[O:13])=[CH:9][CH:10]=3)[NH:5][C:4]2=[O:28])[CH:35]=[CH:34][CH:33]=1. The yield is 0.610. (3) The reactants are [CH3:1][S:2][C:3]1[NH:7][N:6]=[C:5]([CH:8]=[O:9])[CH:4]=1.[C:10](=O)([O-])[O-].[K+].[K+].CN(C=O)C.CI. The catalyst is O. The product is [CH3:10][N:7]1[C:3]([S:2][CH3:1])=[CH:4][C:5]([CH:8]=[O:9])=[N:6]1. The yield is 0.580.